From a dataset of Full USPTO retrosynthesis dataset with 1.9M reactions from patents (1976-2016). Predict the reactants needed to synthesize the given product. (1) Given the product [CH:30]1([CH2:33][N:34]([CH2:35][CH2:36][CH3:37])[C:2]2[N:7]=[CH:6][N:5]=[C:4]([C:8]([NH:10][C:11]3[CH:16]=[CH:15][C:14]([S:17]([NH:18][CH3:19])(=[O:21])=[O:20])=[CH:13][C:12]=3[CH3:22])=[O:9])[CH:3]=2)[CH2:32][CH2:31]1, predict the reactants needed to synthesize it. The reactants are: Cl[C:2]1[N:7]=[CH:6][N:5]=[C:4]([C:8]([NH:10][C:11]2[CH:16]=[CH:15][C:14]([S:17](=[O:21])(=[O:20])[NH:18][CH3:19])=[CH:13][C:12]=2[CH3:22])=[O:9])[CH:3]=1.C(NC(C)C)(C)C.[CH:30]1([CH2:33][NH:34][CH2:35][CH2:36][CH3:37])[CH2:32][CH2:31]1. (2) Given the product [CH3:1][O:2][C:3]1[CH:4]=[C:5]2[C:10](=[CH:11][C:12]=1[O:13][CH3:14])[N:9]=[CH:8][CH:7]=[C:6]2[O:15][C:16]1[CH:22]=[CH:21][C:19]([NH:20][C:40](=[S:57])[O:42][CH2:43][C:28]2[CH:29]=[CH:30][C:25]([CH3:31])=[CH:26][CH:27]=2)=[C:18]([CH3:23])[C:17]=1[CH3:24], predict the reactants needed to synthesize it. The reactants are: [CH3:1][O:2][C:3]1[CH:4]=[C:5]2[C:10](=[CH:11][C:12]=1[O:13][CH3:14])[N:9]=[CH:8][CH:7]=[C:6]2[O:15][C:16]1[CH:22]=[CH:21][C:19]([NH2:20])=[C:18]([CH3:23])[C:17]=1[CH3:24].[C:25]1([CH3:31])[CH:30]=[CH:29][CH:28]=[CH:27][CH:26]=1.C(N(CC)CC)C.Cl[C:40](Cl)([O:42][C:43](=O)OC(Cl)(Cl)Cl)Cl.CC1C=CC(C[SH:57])=CC=1. (3) Given the product [CH2:22]([N:29]1[C@@H:34]2[CH2:35][CH2:36][C@@:30]1([C:38]1[CH:43]=[CH:42][CH:41]=[CH:40][CH:39]=1)[C@H:31]([O:37][C@H:3]([C:4]([O:6][CH3:7])=[O:5])[C:8]1[CH:13]=[C:12]([C:14]([F:17])([F:16])[F:15])[CH:11]=[C:10]([C:18]([F:21])([F:20])[F:19])[CH:9]=1)[CH2:32][CH2:33]2)[C:23]1[CH:24]=[CH:25][CH:26]=[CH:27][CH:28]=1, predict the reactants needed to synthesize it. The reactants are: [N+](=[C:3]([C:8]1[CH:13]=[C:12]([C:14]([F:17])([F:16])[F:15])[CH:11]=[C:10]([C:18]([F:21])([F:20])[F:19])[CH:9]=1)[C:4]([O:6][CH3:7])=[O:5])=[N-].[CH2:22]([N:29]1[C@@H:34]2[CH2:35][CH2:36][C@@:30]1([C:38]1[CH:43]=[CH:42][CH:41]=[CH:40][CH:39]=1)[C@H:31]([OH:37])[CH2:32][CH2:33]2)[C:23]1[CH:28]=[CH:27][CH:26]=[CH:25][CH:24]=1. (4) The reactants are: [NH2:1][C:2]1[C:7]([CH:8]=O)=[CH:6][N:5]=[C:4]([S:10][CH3:11])[N:3]=1.[OH-].[K+].[CH3:14][C:15]([CH3:17])=O. Given the product [CH3:17][C:15]1[CH:14]=[CH:8][C:7]2[CH:6]=[N:5][C:4]([S:10][CH3:11])=[N:3][C:2]=2[N:1]=1, predict the reactants needed to synthesize it. (5) Given the product [CH3:8][C:9]([CH3:17])([CH2:15][C:14]([OH:13])=[O:16])[CH2:10][C:11]([OH:5])=[O:12], predict the reactants needed to synthesize it. The reactants are: C[Si](C)(C)CC[OH:5].[CH3:8][C:9]1([CH3:17])[CH2:15][C:14](=[O:16])[O:13][C:11](=[O:12])[CH2:10]1. (6) Given the product [CH3:35][C:33]1[CH:34]=[C:26]([O:25][C:21]2[N:22]=[CH:23][N:24]=[C:19]([N:14]3[CH2:13][CH2:12][C:5]4([O:4][C:3](=[O:17])[NH:2][C:7]5[N:8]=[CH:9][CH:10]=[CH:11][C:6]4=5)[CH2:16][CH2:15]3)[CH:20]=2)[CH:27]=[C:28]2[C:32]=1[NH:31][N:30]=[CH:29]2, predict the reactants needed to synthesize it. The reactants are: Cl.[NH:2]1[C:7]2[N:8]=[CH:9][CH:10]=[CH:11][C:6]=2[C:5]2([CH2:16][CH2:15][NH:14][CH2:13][CH2:12]2)[O:4][C:3]1=[O:17].Cl[C:19]1[N:24]=[CH:23][N:22]=[C:21]([O:25][C:26]2[CH:27]=[C:28]3[C:32](=[C:33]([CH3:35])[CH:34]=2)[NH:31][N:30]=[CH:29]3)[CH:20]=1.CCN(C(C)C)C(C)C.C([O-])(O)=O.[Na+].